This data is from Reaction yield outcomes from USPTO patents with 853,638 reactions. The task is: Predict the reaction yield, written as a fraction of the theoretical maximum amount of product (1.0 means a 100% yield; for example, 0.34 means a 34% yield). (1) The reactants are [O:1]=[C:2]1[CH2:10][C:9]2[C:4](=[CH:5][CH:6]=[C:7](/[CH:11]=[CH:12]/[C:13]([O:15]C(C)(C)C)=[O:14])[CH:8]=2)[NH:3]1.FC(F)(F)C(O)=O.C(Cl)[Cl:28]. No catalyst specified. The product is [ClH:28].[O:1]=[C:2]1[CH2:10][C:9]2[C:4](=[CH:5][CH:6]=[C:7](/[CH:11]=[CH:12]/[C:13]([OH:15])=[O:14])[CH:8]=2)[NH:3]1. The yield is 0.330. (2) The reactants are [Cl:1][C:2]1[CH:7]=[CH:6][CH:5]=[CH:4][C:3]=1[NH:8][C:9]1[N:14]2[N:15]=[CH:16][C:17]([S:18]([OH:21])(=O)=[O:19])=[C:13]2[N:12]=[CH:11][C:10]=1[C:22]([O:24][CH2:25][CH3:26])=[O:23].[CH3:27][O:28][CH2:29][CH2:30][NH2:31]. No catalyst specified. The product is [Cl:1][C:2]1[CH:7]=[CH:6][CH:5]=[CH:4][C:3]=1[NH:8][C:9]1[N:14]2[N:15]=[CH:16][C:17]([S:18](=[O:21])(=[O:19])[NH:31][CH2:30][CH2:29][O:28][CH3:27])=[C:13]2[N:12]=[CH:11][C:10]=1[C:22]([O:24][CH2:25][CH3:26])=[O:23]. The yield is 1.00. (3) The reactants are [CH3:1][C:2]1[N:19](S(C2C=CC=CC=2)(=O)=O)[C:5]2=[N:6][CH:7]=[CH:8][C:9](B3OC(C)(C)C(C)(C)O3)=[C:4]2[CH:3]=1.[O-]P([O-])([O-])=O.[K+].[K+].[K+].Br[C:38]1[CH:43]=[CH:42][C:41]([S:44]([NH:47][CH2:48][CH2:49][OH:50])(=[O:46])=[O:45])=[CH:40][CH:39]=1.[OH-].[Na+]. The catalyst is O1CCOCC1.O.O.[Cl-].[Na+].O. The product is [OH:50][CH2:49][CH2:48][NH:47][S:44]([C:41]1[CH:42]=[CH:43][C:38]([C:9]2[CH:8]=[CH:7][N:6]=[C:5]3[NH:19][C:2]([CH3:1])=[CH:3][C:4]=23)=[CH:39][CH:40]=1)(=[O:46])=[O:45]. The yield is 0.180.